This data is from Catalyst prediction with 721,799 reactions and 888 catalyst types from USPTO. The task is: Predict which catalyst facilitates the given reaction. (1) Reactant: Cl[C:2]1[CH:7]=[CH:6][C:5]([C:8]#[C:9][C:10]2[N:11]=[C:12]([CH3:15])[S:13][CH:14]=2)=[CH:4][N:3]=1.[CH3:16][O:17][C:18]1[CH:23]=[CH:22][CH:21]=[CH:20][C:19]=1B(O)O.C(=O)([O-])[O-].[K+].[K+]. Product: [CH3:16][O:17][C:18]1[CH:23]=[CH:22][CH:21]=[CH:20][C:19]=1[C:2]1[CH:7]=[CH:6][C:5]([C:8]#[C:9][C:10]2[N:11]=[C:12]([CH3:15])[S:13][CH:14]=2)=[CH:4][N:3]=1. The catalyst class is: 235. (2) Reactant: C(Cl)(=O)C(Cl)=O.[Cl:7][C:8]1[N:13]=[CH:12][C:11]([CH2:14][N:15]2[C:19]([CH3:20])=[CH:18][C:17]([C:21]([OH:23])=O)=[CH:16]2)=[CH:10][CH:9]=1.[F:24][C:25]([F:38])([F:37])[O:26][C:27]1[CH:32]=[CH:31][C:30]([C:33](=[N:35]O)[NH2:34])=[CH:29][CH:28]=1.C(N(CC)CC)C. Product: [Cl:7][C:8]1[CH:9]=[CH:10][C:11]([CH2:14][N:15]2[CH:16]=[C:17]([C:21]3[O:23][N:35]=[C:33]([C:30]4[CH:29]=[CH:28][C:27]([O:26][C:25]([F:24])([F:37])[F:38])=[CH:32][CH:31]=4)[N:34]=3)[CH:18]=[C:19]2[CH3:20])=[CH:12][N:13]=1. The catalyst class is: 764. (3) Reactant: [C:1]([O:5][C:6](=[O:33])[CH2:7][C@@H:8]([CH2:24][CH:25]1[CH2:32][CH2:31][C:28]2([CH2:30][CH2:29]2)[CH2:27][CH2:26]1)[C:9]([N:11]1[C@@H:15]([CH2:16][C:17]2[CH:22]=[CH:21][CH:20]=[CH:19][CH:18]=2)[CH2:14][O:13][C:12]1=[O:23])=[O:10])([CH3:4])([CH3:3])[CH3:2].CCN(CC)CC.[Si](OS(C(F)(F)F)(=O)=O)(C)(C)C.O. Product: [C:1]([O:5][C:6](=[O:33])[CH2:7][C@@H:8]([CH2:24][CH:25]1[CH2:26][CH2:27][C:28]2([CH2:29][CH2:30]2)[CH2:31][CH2:32]1)[C:9]([N:11]1[C@@H:15]([CH2:16][C:17]2[CH:22]=[CH:21][CH:20]=[CH:19][CH:18]=2)[CH2:14][O:13][C:12]1=[O:23])=[O:10])([CH3:4])([CH3:2])[CH3:3].[CH2:16]([C@H:15]1[CH2:14][O:13][C:12](=[O:23])[N:11]1[C:9](=[O:10])[C@H:8]([CH2:24][CH:25]1[CH2:32][CH2:31][C:28]2([CH2:29][CH2:30]2)[CH2:27][CH2:26]1)[CH2:7][C:6]([OH:33])=[O:5])[C:17]1[CH:18]=[CH:19][CH:20]=[CH:21][CH:22]=1. The catalyst class is: 12. (4) Reactant: O[CH2:2][C@@H:3]([NH:6][C:7]1[CH:25]=[CH:24][C:23]([N+:26]([O-:28])=[O:27])=[CH:22][C:8]=1[C:9]([NH:11][CH2:12][C:13]1[CH:21]=[CH:20][C:16]2[O:17][CH2:18][O:19][C:15]=2[CH:14]=1)=[O:10])[CH2:4][CH3:5].C1(P(C2C=CC=CC=2)C2C=CC=CC=2)C=CC=CC=1.[Cl:48]CCCl. Product: [Cl:48][CH2:2][CH:3]([NH:6][C:7]1[CH:25]=[CH:24][C:23]([N+:26]([O-:28])=[O:27])=[CH:22][C:8]=1[C:9]([NH:11][CH2:12][C:13]1[CH:21]=[CH:20][C:16]2[O:17][CH2:18][O:19][C:15]=2[CH:14]=1)=[O:10])[CH2:4][CH3:5]. The catalyst class is: 53.